This data is from Full USPTO retrosynthesis dataset with 1.9M reactions from patents (1976-2016). The task is: Predict the reactants needed to synthesize the given product. (1) Given the product [NH:12]1[CH:11]=[CH:10][N:9]=[C:8]1[C:3]1[N:4]=[CH:5][CH:6]=[CH:7][C:2]=1[C:15]#[N:16], predict the reactants needed to synthesize it. The reactants are: Br[C:2]1[C:3]([C:8]2[NH:9][CH:10]=[CH:11][N:12]=2)=[N:4][CH:5]=[CH:6][CH:7]=1.BrC1[C:15](C#N)=[N:16]C=CC=1.O. (2) Given the product [Si:15]([O:4][CH2:3][CH2:2][CH2:1][OH:5])([C:28]([CH3:31])([CH3:30])[CH3:29])([C:22]1[CH:23]=[CH:24][CH:25]=[CH:26][CH:27]=1)[C:16]1[CH:21]=[CH:20][CH:19]=[CH:18][CH:17]=1, predict the reactants needed to synthesize it. The reactants are: [CH2:1]([OH:5])[CH2:2][CH2:3][OH:4].C(N(C(C)C)CC)(C)C.[Si:15](Cl)([C:28]([CH3:31])([CH3:30])[CH3:29])([C:22]1[CH:27]=[CH:26][CH:25]=[CH:24][CH:23]=1)[C:16]1[CH:21]=[CH:20][CH:19]=[CH:18][CH:17]=1. (3) Given the product [F:23][C:24]1[N:25]=[C:26]([C:2]2[N:7]=[CH:6][N:5]=[C:4]([NH:8][C@H:9]3[CH2:14][CH2:13][C@H:12]([NH:15][C:16](=[O:22])[O:17][C:18]([CH3:21])([CH3:20])[CH3:19])[CH2:11][CH2:10]3)[CH:3]=2)[CH:27]=[CH:28][CH:29]=1, predict the reactants needed to synthesize it. The reactants are: Cl[C:2]1[N:7]=[CH:6][N:5]=[C:4]([NH:8][C@H:9]2[CH2:14][CH2:13][C@H:12]([NH:15][C:16](=[O:22])[O:17][C:18]([CH3:21])([CH3:20])[CH3:19])[CH2:11][CH2:10]2)[CH:3]=1.[F:23][C:24]1[CH:29]=[CH:28][CH:27]=[C:26](B2OC(C)(C)C(C)(C)O2)[N:25]=1.C(=O)([O-])[O-].[Na+].[Na+].CCOC(C)=O. (4) Given the product [F:24][C:25]1[CH:30]=[CH:29][C:28]([C:31]([N:34]2[CH2:35][CH2:36][N:37]([C:2]3[CH:3]=[CH:4][C:5]4[N:6]([C:8]([C:11]([F:14])([F:13])[F:12])=[N:9][N:10]=4)[N:7]=3)[CH2:38][CH2:39]2)([CH3:33])[CH3:32])=[CH:27][CH:26]=1, predict the reactants needed to synthesize it. The reactants are: Cl[C:2]1[CH:3]=[CH:4][C:5]2[N:6]([C:8]([C:11]([F:14])([F:13])[F:12])=[N:9][N:10]=2)[N:7]=1.CCN(C(C)C)C(C)C.[F:24][C:25]1[CH:30]=[CH:29][C:28]([C:31]([N:34]2[CH2:39][CH2:38][NH:37][CH2:36][CH2:35]2)([CH3:33])[CH3:32])=[CH:27][CH:26]=1. (5) Given the product [Br:1][C:2]1[CH:10]=[C:9]2[C:5]([CH:6]=[CH:7][N:8]2[CH2:15][C:16]([O:18][CH3:19])=[O:17])=[CH:4][C:3]=1[F:11], predict the reactants needed to synthesize it. The reactants are: [Br:1][C:2]1[CH:10]=[C:9]2[C:5]([CH:6]=[CH:7][NH:8]2)=[CH:4][C:3]=1[F:11].[H-].[Na+].Br[CH2:15][C:16]([O:18][CH3:19])=[O:17]. (6) The reactants are: Br[C:2]1[CH:3]=[C:4]2[C:10]([CH:11]([CH3:13])[CH3:12])=[CH:9][NH:8][C:5]2=[N:6][CH:7]=1.[CH3:14][C:15]1([CH3:31])[C:19]([CH3:21])([CH3:20])[O:18][B:17]([B:17]2[O:18][C:19]([CH3:21])([CH3:20])[C:15]([CH3:31])([CH3:14])[O:16]2)[O:16]1.C([O-])(=O)C.[K+]. Given the product [CH:11]([C:10]1[C:4]2[C:5](=[N:6][CH:7]=[C:2]([B:17]3[O:18][C:19]([CH3:21])([CH3:20])[C:15]([CH3:31])([CH3:14])[O:16]3)[CH:3]=2)[NH:8][CH:9]=1)([CH3:13])[CH3:12], predict the reactants needed to synthesize it. (7) Given the product [CH3:1][N:2]1[CH2:19][CH2:18][C:5]2[N:6]([CH2:14][C:15]([N:26]3[CH2:31][CH2:30][CH2:29][CH2:28][CH2:27]3)=[O:16])[C:7]3[CH:8]=[CH:9][C:10]([CH3:13])=[CH:11][C:12]=3[C:4]=2[CH2:3]1, predict the reactants needed to synthesize it. The reactants are: [CH3:1][N:2]1[CH2:19][CH2:18][C:5]2[N:6]([CH2:14][C:15](O)=[O:16])[C:7]3[CH:8]=[CH:9][C:10]([CH3:13])=[CH:11][C:12]=3[C:4]=2[CH2:3]1.C(Cl)(=O)C(Cl)=O.[NH:26]1[CH2:31][CH2:30][CH2:29][CH2:28][CH2:27]1.